From a dataset of NCI-60 drug combinations with 297,098 pairs across 59 cell lines. Regression. Given two drug SMILES strings and cell line genomic features, predict the synergy score measuring deviation from expected non-interaction effect. (1) Drug 1: CC12CCC(CC1=CCC3C2CCC4(C3CC=C4C5=CN=CC=C5)C)O. Drug 2: CC(C)(C#N)C1=CC(=CC(=C1)CN2C=NC=N2)C(C)(C)C#N. Cell line: OVCAR-4. Synergy scores: CSS=17.9, Synergy_ZIP=-1.47, Synergy_Bliss=0.771, Synergy_Loewe=3.16, Synergy_HSA=1.80. (2) Drug 1: CCCS(=O)(=O)NC1=C(C(=C(C=C1)F)C(=O)C2=CNC3=C2C=C(C=N3)C4=CC=C(C=C4)Cl)F. Drug 2: C(CN)CNCCSP(=O)(O)O. Cell line: HT29. Synergy scores: CSS=9.36, Synergy_ZIP=-15.1, Synergy_Bliss=-25.5, Synergy_Loewe=-40.3, Synergy_HSA=-25.6.